From a dataset of Peptide-MHC class I binding affinity with 185,985 pairs from IEDB/IMGT. Regression. Given a peptide amino acid sequence and an MHC pseudo amino acid sequence, predict their binding affinity value. This is MHC class I binding data. The peptide sequence is ILMTHFFSIL. The MHC is HLA-A02:03 with pseudo-sequence HLA-A02:03. The binding affinity (normalized) is 0.609.